Dataset: Catalyst prediction with 721,799 reactions and 888 catalyst types from USPTO. Task: Predict which catalyst facilitates the given reaction. (1) Reactant: OC[C@H]1CCC(=O)N1CCC1C=CC(C(OC)=O)=CC=1.[CH3:21][O:22][C:23]([C:25]1[S:29][C:28](/[CH:30]=[CH:31]\[CH2:32][N:33]2[C:37](=[O:38])[CH2:36][CH2:35][C@@H:34]2[C:39](O)=[O:40])=[CH:27][CH:26]=1)=[O:24]. Product: [OH:40][CH2:39][C@H:34]1[CH2:35][CH2:36][C:37](=[O:38])[N:33]1[CH2:32]/[CH:31]=[CH:30]\[C:28]1[S:29][C:25]([C:23]([O:22][CH3:21])=[O:24])=[CH:26][CH:27]=1. The catalyst class is: 66. (2) Reactant: [F:1][C:2]([F:23])([F:22])[C:3]([C:12]1[CH:17]=[CH:16][C:15]([OH:18])=[C:14]([CH2:19][CH2:20][CH3:21])[CH:13]=1)([O:8][CH2:9][O:10][CH3:11])[C:4]([F:7])([F:6])[F:5].C(=O)([O-])[O-].[K+].[K+].Cl[C:31]1[CH:32]=[C:33]([C:38]([N+:41]([O-:43])=[O:42])=[CH:39][N:40]=1)[C:34]([O:36][CH3:37])=[O:35].Cl. Product: [F:1][C:2]([F:22])([F:23])[C:3]([C:12]1[CH:17]=[CH:16][C:15]([O:18][C:31]2[CH:32]=[C:33]([C:38]([N+:41]([O-:43])=[O:42])=[CH:39][N:40]=2)[C:34]([O:36][CH3:37])=[O:35])=[C:14]([CH2:19][CH2:20][CH3:21])[CH:13]=1)([O:8][CH2:9][O:10][CH3:11])[C:4]([F:6])([F:5])[F:7]. The catalyst class is: 35. (3) Reactant: [CH3:1][C:2]1[O:6][N:5]=[C:4]([CH2:7][C:8]2[CH:13]=[C:12]([NH:14]C(=O)C(F)(F)F)[CH:11]=[CH:10][C:9]=2[S:21](Cl)(=[O:23])=[O:22])[N:3]=1.[NH2:25][C:26]1[CH:27]=[CH:28][C:29]2[CH2:33][O:32][B:31]([OH:34])[C:30]=2[CH:35]=1.N1C=CC=CC=1. Product: [NH2:14][C:12]1[CH:11]=[CH:10][C:9]([S:21]([NH:25][C:26]2[CH:27]=[CH:28][C:29]3[CH2:33][O:32][B:31]([OH:34])[C:30]=3[CH:35]=2)(=[O:22])=[O:23])=[C:8]([CH2:7][C:4]2[N:3]=[C:2]([CH3:1])[O:6][N:5]=2)[CH:13]=1. The catalyst class is: 10. (4) Reactant: [Br:1][C:2]1[CH:7]=[CH:6][C:5]([C:8](=[O:12])[CH:9]([OH:11])[OH:10])=[CH:4][C:3]=1[F:13].F[C:15]1C=C(C2C=NC3N(C(CC4C=C5C(=CC=4)N=CC=C5)=CN=3)N=2)C=C[C:16]=1C(NC[C@H](O)C)=O.C([O-])([O-])O[CH2:50][CH3:51].C1(C)C=CC(S(O)(=O)=O)=CC=1. Product: [Br:1][C:2]1[CH:7]=[CH:6][C:5]([C:8](=[O:12])[CH:9]([O:10][CH2:50][CH3:51])[O:11][CH2:15][CH3:16])=[CH:4][C:3]=1[F:13]. The catalyst class is: 133. (5) Reactant: [NH2:1][C:2]1[C:3]([C:20]([NH:22][NH:23][C:24]([NH2:26])=S)=[O:21])=[N:4][C:5]([C:8]2[CH:13]=[CH:12][C:11]([S:14]([CH:17]([CH3:19])[CH3:18])(=[O:16])=[O:15])=[CH:10][CH:9]=2)=[CH:6][N:7]=1. Product: [NH2:1][C:2]1[C:3]([C:20]2[O:21][C:24]([NH2:26])=[N:23][N:22]=2)=[N:4][C:5]([C:8]2[CH:13]=[CH:12][C:11]([S:14]([CH:17]([CH3:19])[CH3:18])(=[O:16])=[O:15])=[CH:10][CH:9]=2)=[CH:6][N:7]=1. The catalyst class is: 26. (6) Reactant: [CH:1]1([N:7]2[C:12](=[O:13])[CH:11]=[C:10]([OH:14])[N:9]=[C:8]2[CH3:15])[CH2:6][CH2:5][CH2:4][CH2:3][CH2:2]1.CCN(C(C)C)C(C)C.[N:25]([CH2:28][C:29]([O:31]CC)=[O:30])=[C:26]=[O:27].[OH-].[Na+].Cl. Product: [CH:1]1([N:7]2[C:12](=[O:13])[C:11]([C:26]([NH:25][CH2:28][C:29]([OH:31])=[O:30])=[O:27])=[C:10]([OH:14])[N:9]=[C:8]2[CH3:15])[CH2:2][CH2:3][CH2:4][CH2:5][CH2:6]1. The catalyst class is: 46. (7) Reactant: Br[C:2]1[CH:7]=[CH:6][CH:5]=[CH:4][N:3]=1.[CH2:8]([OH:12])[CH2:9][C:10]#[CH:11]. Product: [N:3]1[CH:4]=[CH:5][CH:6]=[CH:7][C:2]=1[C:11]#[C:10][CH2:9][CH2:8][OH:12]. The catalyst class is: 205.